Task: Predict the product of the given reaction.. Dataset: Forward reaction prediction with 1.9M reactions from USPTO patents (1976-2016) (1) Given the reactants [CH2:1]([NH:8][C:9]1[N:14]2[N:15]=[CH:16][C:17]([C:18]([O:20][CH2:21][CH3:22])=[O:19])=[C:13]2[N:12]=[CH:11][C:10]=1[C:23]([O:25]C)=[O:24])[C:2]1[CH:7]=[CH:6][CH:5]=[CH:4][CH:3]=1.[I-].[Li+].Cl, predict the reaction product. The product is: [CH2:1]([NH:8][C:9]1[N:14]2[N:15]=[CH:16][C:17]([C:18]([O:20][CH2:21][CH3:22])=[O:19])=[C:13]2[N:12]=[CH:11][C:10]=1[C:23]([OH:25])=[O:24])[C:2]1[CH:3]=[CH:4][CH:5]=[CH:6][CH:7]=1. (2) Given the reactants Cl.Cl.[N:3]1([CH2:9][C:10]2[CH:11]=[CH:12][CH:13]=[C:14]3[C:19]=2[O:18][CH2:17][CH2:16][CH:15]3[NH2:20])[CH2:8][CH2:7][CH2:6][CH2:5][CH2:4]1.[CH:21]1[C:30]2[C:25](=[CH:26][CH:27]=[CH:28][CH:29]=2)[CH:24]=[CH:23][C:22]=1[S:31]([NH:34][CH:35]([C:40]1[CH:45]=[CH:44][CH:43]=[CH:42][CH:41]=1)[CH2:36][C:37](O)=[O:38])(=[O:33])=[O:32].C1C=CC2N(O)N=NC=2C=1.CCN(C(C)C)C(C)C.C(Cl)CCl, predict the reaction product. The product is: [CH:21]1[C:30]2[C:25](=[CH:26][CH:27]=[CH:28][CH:29]=2)[CH:24]=[CH:23][C:22]=1[S:31]([NH:34][CH:35]([C:40]1[CH:45]=[CH:44][CH:43]=[CH:42][CH:41]=1)[CH2:36][C:37]([NH:20][CH:15]1[C:14]2[C:19](=[C:10]([CH2:9][N:3]3[CH2:8][CH2:7][CH2:6][CH2:5][CH2:4]3)[CH:11]=[CH:12][CH:13]=2)[O:18][CH2:17][CH2:16]1)=[O:38])(=[O:33])=[O:32]. (3) Given the reactants [C:1]([CH2:3][NH:4][C:5]([C:7]1[CH:12]=[CH:11][C:10](B(O)O)=[CH:9][CH:8]=1)=[O:6])#[N:2].[Cl:16][C:17]1[N:22]=[C:21](Cl)[CH:20]=[CH:19][N:18]=1.C(=O)([O-])[O-].[K+].[K+].ClCCl, predict the reaction product. The product is: [Cl:16][C:17]1[N:22]=[C:21]([C:10]2[CH:11]=[CH:12][C:7]([C:5]([NH:4][CH2:3][C:1]#[N:2])=[O:6])=[CH:8][CH:9]=2)[CH:20]=[CH:19][N:18]=1. (4) Given the reactants Cl[C:2]1[N:7]=[C:6]([C:8]2[S:12][C:11]([C:13]3([CH3:26])[CH2:18][CH2:17][N:16]([C:19]([O:21][C:22]([CH3:25])([CH3:24])[CH3:23])=[O:20])[CH2:15][CH2:14]3)=[N:10][C:9]=2[C:27]2[CH:32]=[CH:31][CH:30]=[C:29]([NH:33][S:34]([C:37]3[CH:41]=[CH:40][O:39][CH:38]=3)(=[O:36])=[O:35])[C:28]=2[F:42])[CH:5]=[CH:4][N:3]=1.[OH-].[NH4+:44], predict the reaction product. The product is: [NH2:44][C:2]1[N:7]=[C:6]([C:8]2[S:12][C:11]([C:13]3([CH3:26])[CH2:18][CH2:17][N:16]([C:19]([O:21][C:22]([CH3:25])([CH3:24])[CH3:23])=[O:20])[CH2:15][CH2:14]3)=[N:10][C:9]=2[C:27]2[CH:32]=[CH:31][CH:30]=[C:29]([NH:33][S:34]([C:37]3[CH:41]=[CH:40][O:39][CH:38]=3)(=[O:36])=[O:35])[C:28]=2[F:42])[CH:5]=[CH:4][N:3]=1. (5) Given the reactants Cl.[F:2][C:3]1[CH:4]=[CH:5][C:6]2[NH:12][C:11]3[CH:13]=[CH:14][C:15]([C:17]([F:20])([F:19])[F:18])=[CH:16][C:10]=3[C:9]([NH2:21])=[N:8][C:7]=2[CH:22]=1.C(N(C(C)C)CC)(C)C.[F:32][C:33]1[CH:38]=[CH:37][C:36]([CH2:39][CH2:40][CH:41]2[CH2:46]N[CH2:44][CH2:43][NH:42]2)=[CH:35][CH:34]=1, predict the reaction product. The product is: [F:2][C:3]1[CH:4]=[CH:5][C:6]2[NH:12][C:11]3[CH:13]=[CH:14][C:15]([C:17]([F:18])([F:20])[F:19])=[CH:16][C:10]=3[C:9]([N:21]3[CH2:44][CH2:43][NH:42][CH:41]([CH2:40][CH2:39][C:36]4[CH:37]=[CH:38][C:33]([F:32])=[CH:34][CH:35]=4)[CH2:46]3)=[N:8][C:7]=2[CH:22]=1.